This data is from Catalyst prediction with 721,799 reactions and 888 catalyst types from USPTO. The task is: Predict which catalyst facilitates the given reaction. (1) Reactant: O=[C:2]([C:9]1[C:14]([O:15][CH3:16])=[CH:13][C:12]([O:17][CH3:18])=[CH:11][C:10]=1[O:19][CH3:20])[CH2:3][CH2:4][C:5]([O:7]C)=O.[F:21][C:22]([F:33])([F:32])[O:23][C:24]1[CH:29]=[CH:28][C:27]([CH2:30][NH2:31])=[CH:26][CH:25]=1.C(O)(=O)C.[BH3-]C#N.[Na+].[OH-].[Na+]. Product: [F:21][C:22]([F:32])([F:33])[O:23][C:24]1[CH:29]=[CH:28][C:27]([CH2:30][N:31]2[CH:2]([C:9]3[C:14]([O:15][CH3:16])=[CH:13][C:12]([O:17][CH3:18])=[CH:11][C:10]=3[O:19][CH3:20])[CH2:3][CH2:4][C:5]2=[O:7])=[CH:26][CH:25]=1. The catalyst class is: 36. (2) Reactant: C[O:2][C:3]1[CH:21]=[N:20][C:6]2[N:7]=[C:8]([N:14]3[CH2:17][CH:16]([NH:18][CH3:19])[CH2:15]3)[C:9]3[N:10]([CH:11]=[N:12][N:13]=3)[C:5]=2[CH:4]=1.BrB(Br)Br.CO. Product: [CH3:19][NH:18][CH:16]1[CH2:15][N:14]([C:8]2[C:9]3[N:10]([CH:11]=[N:12][N:13]=3)[C:5]3[CH:4]=[C:3]([OH:2])[CH:21]=[N:20][C:6]=3[N:7]=2)[CH2:17]1. The catalyst class is: 2. (3) The catalyst class is: 4. Reactant: [Br:1][C:2]1[C:3]([CH2:22][CH3:23])=[C:4]([CH:8]=[C:9]2[CH2:14][CH2:13][N:12](C(OC(C)(C)C)=O)[CH2:11][CH2:10]2)[CH:5]=[CH:6][CH:7]=1.C(O)(C(F)(F)F)=O. Product: [Br:1][C:2]1[C:3]([CH2:22][CH3:23])=[C:4]([CH:8]=[C:9]2[CH2:10][CH2:11][NH:12][CH2:13][CH2:14]2)[CH:5]=[CH:6][CH:7]=1. (4) Reactant: [F:1][C:2]1[C:14]([F:15])=[C:13]([F:16])[CH:12]=[CH:11][C:3]=1[NH:4][CH:5]([CH3:10])[C:6]([O:8]C)=[O:7].P([O-])([O-])([O-])=O.Cl. Product: [F:1][C:2]1[C:14]([F:15])=[C:13]([F:16])[CH:12]=[CH:11][C:3]=1[NH:4][C@H:5]([CH3:10])[C:6]([OH:8])=[O:7]. The catalyst class is: 2. (5) Reactant: [CH2:1]([N:8]1[CH2:13][CH2:12][CH:11]([NH2:14])[CH2:10][CH2:9]1)[C:2]1[CH:7]=[CH:6][CH:5]=[CH:4][CH:3]=1.C(O)(C)(C)C.[C:20]([O:24][C:25](OC([O-])=O)=[O:26])([CH3:23])([CH3:22])[CH3:21]. Product: [C:20]([O:24][C:25](=[O:26])[NH:14][CH:11]1[CH2:12][CH2:13][N:8]([CH2:1][C:2]2[CH:3]=[CH:4][CH:5]=[CH:6][CH:7]=2)[CH2:9][CH2:10]1)([CH3:23])([CH3:22])[CH3:21]. The catalyst class is: 74. (6) Reactant: Br[CH2:2][C:3]([CH3:5])=[CH2:4].[F:6][C:7]1[CH:12]=[CH:11][C:10]([C:13]2[O:14][C:15]3[CH:25]=[CH:24][C:23]([OH:26])=[CH:22][C:16]=3[C:17]=2[C:18]([O:20][CH3:21])=[O:19])=[CH:9][CH:8]=1.C([O-])([O-])=O.[K+].[K+]. Product: [F:6][C:7]1[CH:12]=[CH:11][C:10]([C:13]2[O:14][C:15]3[CH:25]=[CH:24][C:23]([O:26][CH2:4][C:3]([CH3:5])=[CH2:2])=[CH:22][C:16]=3[C:17]=2[C:18]([O:20][CH3:21])=[O:19])=[CH:9][CH:8]=1. The catalyst class is: 21. (7) Reactant: [F:1][C:2]1[CH:7]=[CH:6][C:5]([C:8](=O)[CH3:9])=[C:4]([OH:11])[CH:3]=1.[Cl-].O[NH3+:14].C([O-])(=O)C.[Na+]. Product: [F:1][C:2]1[CH:7]=[CH:6][C:5]2[C:8]([CH3:9])=[N:14][O:11][C:4]=2[CH:3]=1. The catalyst class is: 5. (8) Reactant: C[O:2][C:3](=[O:20])[CH:4]([C:11]1[CH:16]=[CH:15][C:14]([S:17][CH3:18])=[C:13]([Cl:19])[CH:12]=1)[CH2:5][C@H:6]1[CH2:10][CH2:9][CH2:8][O:7]1.[OH-].[Li+]. Product: [Cl:19][C:13]1[CH:12]=[C:11]([CH:4]([CH2:5][C@H:6]2[CH2:10][CH2:9][CH2:8][O:7]2)[C:3]([OH:20])=[O:2])[CH:16]=[CH:15][C:14]=1[S:17][CH3:18]. The catalyst class is: 5. (9) Reactant: [C:1]1(=[O:10])[C:9]2[C:4](=[CH:5][CH:6]=[CH:7][CH:8]=2)[CH2:3][NH:2]1.C(=O)([O-])[O-].[Cs+].[Cs+].[CH3:17][O:18][CH:19]([O:22][CH3:23])[CH2:20]Br. Product: [CH3:17][O:18][CH:19]([O:22][CH3:23])[CH2:20][N:2]1[CH2:3][C:4]2[C:9](=[CH:8][CH:7]=[CH:6][CH:5]=2)[C:1]1=[O:10]. The catalyst class is: 60.